This data is from Experimentally validated miRNA-target interactions with 360,000+ pairs, plus equal number of negative samples. The task is: Binary Classification. Given a miRNA mature sequence and a target amino acid sequence, predict their likelihood of interaction. (1) The miRNA is hsa-miR-3619-5p with sequence UCAGCAGGCAGGCUGGUGCAGC. The protein sequence of the target gene is MCDCFHMVLPTWPGTPGSVSGRQLQPGEPGAETEDDHSVTEGPADEGIRPRPQGSSPVYEYTTEAADFGLQEDAPGRQGSAGRRRSWWKRDSGDSRTFFRMSRPEAVQEATEVTLKTEVEAGASGYSVTGGGDQGIFVKQVLKDSSAAKLFNLREGDQLLSTTVFFENIKYEDALKILQYSEPYKVQFKIRRQLPAPQDEEWASSDAQHGPQGKEKEDTDVADGCRETPTKTLEGDGDQERLISKPRVGRGRQSQRERLSWPKFQSIKSKRGPGPQRSHSSSEAYEPRDAHDVSPTSTDT.... Result: 1 (interaction). (2) The miRNA is hsa-miR-548e-5p with sequence CAAAAGCAAUCGCGGUUUUUGC. The protein sequence of the target gene is MARKLVMFRDVAIDFSQEEWECLDSAQRDLYRDVMLENYSNLVSLDLPSRCASKDLSPEKNTYETELSQWEMSDRLENCDLEESNSRDYLEAKGKMEKQQENQKEYFRQGMIIYDKMSIFNQHTYLSQHSRCHSTEKPYKCKECGKAFRRASHLTQHQSIHTGEKPYECKQCGKAFSRDSQLSLHQRLHTGEKPYACKECGKAFTQSSQLILHHRIHTGEKPYKCEECGKAFIRSSQLTRHQKVHTGEKPYECKECGKAFTQNSQLTLHQRLHTGEKLYECKECRKVFTQLSQLILHKRI.... Result: 0 (no interaction). (3) The miRNA is hsa-miR-4799-3p with sequence ACUGGCAUGCUGCAUUUAUAUA. The protein sequence of the target gene is MGDMVVEPATLKPTSEPTPSPSGNNGGSLLSVITEGVGELSVIDPEVAQKACQEVLEKVKLLHGGVAISSKGTPLELVNGDGVDNEIRCLDDPPAQIREEEDEMGAGVASGTAKGARRRRQNNSAKQSWLLRLFESKLFDISMAISYLYNSKEPGVQAYIGNRLFYFRNEDVDFYLPQLLNMYIHMDEDVGDAIKPYIVHRCRQSINFSLQCALLLGAYSSDMHISTQRHSRGTKLRKLILSDELKPAHRKRELPTLSPAPDTGLSPSKRTHQRSKSDATASISLSSNLKRTASNPKVEN.... Result: 0 (no interaction). (4) The miRNA is hsa-miR-1268b with sequence CGGGCGUGGUGGUGGGGGUG. The protein sequence of the target gene is MTRWARVSTTYNKRPLPATSWEDMKKGSFEGTSQNLPKRKQLEANRLSLKNDAPQAKHKKNKKKKEYLNEDVNGFMEYLRQNSQMVHNGQIIATDSEEVREEIAVALKKDSRREGRRLKRQAAKKNAMVCFHCRKPGHGIADCPAALENQDMGTGICYRCGSTEHEITKCKAKVDPALGEFPFAKCFVCGEMGHLSRSCPDNPKGLYADGGGCKLCGSVEHLKKDCPESQNSERMVTVGRWAKGMSADYEEILDVPKPQKPKTKIPKVVNF. Result: 0 (no interaction). (5) The miRNA is mmu-miR-6984-3p with sequence UACUUUCUUUCCUGUCUUUCU. The protein sequence of the target gene is MSESKSGPEYASFFAVMGASAAMVFSALGAAYGTAKSGTGIAAMSVMRPEQIMKSIIPVVMAGIIAIYGLVVAVLIANSLNDDISLYKSFLQLGAGLSVGLSGLAAGFAIGIVGDAGVRGTAQQPRLFVGMILILIFAEVLGLYGLIVALILSTK. Result: 0 (no interaction). (6) The miRNA is hsa-miR-26a-5p with sequence UUCAAGUAAUCCAGGAUAGGCU. The protein sequence of the target gene is MAPKGSSKQQSEEDLLLQDFSRNLSAKSSALFFGNAFIVSAIPIWLYWRIWHMDLIQSAVLYSVMTLVSTYLVAFAYKNVKFVLKHKVAQKREDAVSKEVTRKLSEADNRKMSRKEKDERILWKKNEVADYEATTFSIFYNNTLFLVVVIVASFFILKNFNPTVNYILSISASSGLIALLSTGSK. Result: 1 (interaction). (7) The miRNA is hsa-miR-2682-5p with sequence CAGGCAGUGACUGUUCAGACGUC. The protein sequence of the target gene is MKEDCLPSSHVPISDSKSIQKSELLGLLKTYNCYHEGKSFQLRHREEEGTLIIEGLLNIAWGLRRPIRLQMQDDREQVHLPSTSWMPRRPSCPLKEPSPQNGNITAQGPSIQPVHKAESSTDSSGPLEEAEEAPQLMRTKSDASCMSQRRPKCRAPGEAQRIRRHRFSINGHFYNHKTSVFTPAYGSVTNVRVNSTMTTLQVLTLLLNKFRVEDGPSEFALYIVHESGERTKLKDCEYPLISRILHGPCEKIARIFLMEADLGVEVPHEVAQYIKFEMPVLDSFVEKLKEEEEREIIKLT.... Result: 1 (interaction). (8) The protein sequence of the target gene is MAARGRRAWLSMLLGLVLGFVLASRLVLPRASELKRVGPRRRPSPEGCRPGQEASQPGGARGDARGAQLWPQGSAAEGVPRDRNFLFVGVMTAQKYLQTRAVAAYRTWSKTIPGKVEFFSSEGSDTSIPIPVVPLRGVDDSYPPQKKSFMMLKYMHDHYLDKYEWFMRADDDVYIKGDRLESFLRSLNSSEPLFLGQTGLGTTEEMGKLALEPGENFCMGGPGVILSREVLRRMAPHIGKCLREMYTTHEDVEVGRCVRRFAGVQCVWSYEMQQLFYENYEQNKKGYIRDLHSSKIHRAI.... Result: 0 (no interaction). The miRNA is mmu-miR-99b-5p with sequence CACCCGUAGAACCGACCUUGCG.